From a dataset of Reaction yield outcomes from USPTO patents with 853,638 reactions. Predict the reaction yield, written as a fraction of the theoretical maximum amount of product (1.0 means a 100% yield; for example, 0.34 means a 34% yield). The reactants are C([O:8][CH2:9][CH:10]1[O:19][CH2:18][C:17]2[C:12](=[N:13][CH:14]=[C:15]([NH2:20])[CH:16]=2)[CH2:11]1)C1C=CC=CC=1.B(Br)(Br)Br.O. The catalyst is C(Cl)Cl. The product is [NH2:20][C:15]1[CH:16]=[C:17]2[CH2:18][O:19][CH:10]([CH2:9][OH:8])[CH2:11][C:12]2=[N:13][CH:14]=1. The yield is 0.500.